From a dataset of Full USPTO retrosynthesis dataset with 1.9M reactions from patents (1976-2016). Predict the reactants needed to synthesize the given product. (1) Given the product [CH:17]([CH2:19][CH2:20][C:8]([CH2:7][C:6]1[CH:5]=[CH:4][C:3]([C:2]([F:15])([F:16])[F:1])=[CH:14][CH:13]=1)([C:11]#[N:12])[C:9]#[N:10])=[O:18], predict the reactants needed to synthesize it. The reactants are: [F:1][C:2]([F:16])([F:15])[C:3]1[CH:14]=[CH:13][C:6]([CH2:7][CH:8]([C:11]#[N:12])[C:9]#[N:10])=[CH:5][CH:4]=1.[CH:17]([CH:19]=[CH2:20])=[O:18]. (2) Given the product [CH3:1][O:2][C:3](=[O:31])[CH2:4][O:5][C:6]1[CH:15]=[CH:14][C:13]([F:16])=[C:12]2[C:7]=1[C:8]([O:27][CH:28]([F:30])[F:29])=[C:9]([CH2:19][C:20]1[CH:25]=[CH:24][C:23]([B:35]3[O:36][C:37]([CH3:39])([CH3:38])[C:33]([CH3:49])([CH3:32])[O:34]3)=[CH:22][CH:21]=1)[C:10]([CH2:17][CH3:18])=[N:11]2, predict the reactants needed to synthesize it. The reactants are: [CH3:1][O:2][C:3](=[O:31])[CH2:4][O:5][C:6]1[CH:15]=[CH:14][C:13]([F:16])=[C:12]2[C:7]=1[C:8]([O:27][CH:28]([F:30])[F:29])=[C:9]([CH2:19][C:20]1[CH:25]=[CH:24][C:23](Br)=[CH:22][CH:21]=1)[C:10]([CH2:17][CH3:18])=[N:11]2.[CH3:32][C:33]1([CH3:49])[C:37]([CH3:39])([CH3:38])[O:36][B:35]([B:35]2[O:36][C:37]([CH3:39])([CH3:38])[C:33]([CH3:49])([CH3:32])[O:34]2)[O:34]1.C([O-])(=O)C.[K+].O1CCOCC1.